This data is from Forward reaction prediction with 1.9M reactions from USPTO patents (1976-2016). The task is: Predict the product of the given reaction. (1) Given the reactants C([O:5][C:6]([CH2:8][N:9]1[C:14](=[O:15])[C:13]([NH:16]C(=O)C2C=CC=CC=2)=[CH:12][N:11]=[C:10]1[C:25]1[CH:30]=[CH:29][CH:28]=[CH:27][CH:26]=1)=[O:7])(C)(C)C.Cl, predict the reaction product. The product is: [NH2:16][C:13]1[C:14](=[O:15])[N:9]([CH2:8][C:6]([OH:7])=[O:5])[C:10]([C:25]2[CH:30]=[CH:29][CH:28]=[CH:27][CH:26]=2)=[N:11][CH:12]=1. (2) Given the reactants [OH:1][C:2]1[CH:9]=[CH:8][C:5]([CH:6]=[O:7])=[CH:4][CH:3]=1.[I-].[K+].CC(C)([O-])C.[K+].[CH3:18][O:19][CH2:20][CH2:21]Cl, predict the reaction product. The product is: [CH3:18][O:19][CH2:20][CH2:21][O:1][C:2]1[CH:9]=[CH:8][C:5]([CH:6]=[O:7])=[CH:4][CH:3]=1. (3) Given the reactants [Si:1]([O:8][C@H:9]([C@@:11]1([NH:48][C:49]([N:51]([CH3:53])[CH3:52])=[O:50])[C:16](=[O:17])[C@@:15]2([CH2:18][O:19][Si:20]([C:33]([CH3:36])([CH3:35])[CH3:34])([C:27]3[CH:32]=[CH:31][CH:30]=[CH:29][CH:28]=3)[C:21]3[CH:26]=[CH:25][CH:24]=[CH:23][CH:22]=3)[C@H:13]([O:14]2)[C@@H:12]1[NH:37][C:38](=[O:47])[O:39][CH2:40][C:41]1[CH:46]=[CH:45][CH:44]=[CH:43][CH:42]=1)[CH3:10])([C:4]([CH3:7])([CH3:6])[CH3:5])([CH3:3])[CH3:2].[CH3:54][Mg+].[Br-], predict the reaction product. The product is: [Si:1]([O:8][C@H:9]([C@@:11]1([NH:48][C:49]([N:51]([CH3:53])[CH3:52])=[O:50])[C@:16]([OH:17])([CH3:54])[C@@:15]2([CH2:18][O:19][Si:20]([C:33]([CH3:35])([CH3:34])[CH3:36])([C:27]3[CH:28]=[CH:29][CH:30]=[CH:31][CH:32]=3)[C:21]3[CH:26]=[CH:25][CH:24]=[CH:23][CH:22]=3)[C@H:13]([O:14]2)[C@@H:12]1[NH:37][C:38](=[O:47])[O:39][CH2:40][C:41]1[CH:42]=[CH:43][CH:44]=[CH:45][CH:46]=1)[CH3:10])([C:4]([CH3:5])([CH3:6])[CH3:7])([CH3:3])[CH3:2]. (4) Given the reactants [Cl:1][C:2]1[N:10]=[C:9]2[C:5]([N:6]([CH2:11][C:12]3[CH:17]=[CH:16][C:15]([C:18]([F:21])([F:20])[F:19])=[C:14]([F:22])[CH:13]=3)[CH:7]=[N:8]2)=[C:4](Cl)[N:3]=1.Cl.[CH:25]1([C@H:29]([NH2:31])[CH3:30])[CH2:28][CH2:27][CH2:26]1.C(N(CC)CC)C, predict the reaction product. The product is: [Cl:1][C:2]1[N:10]=[C:9]2[C:5]([N:6]([CH2:11][C:12]3[CH:17]=[CH:16][C:15]([C:18]([F:21])([F:20])[F:19])=[C:14]([F:22])[CH:13]=3)[CH:7]=[N:8]2)=[C:4]([NH:31][C@@H:29]([CH:25]2[CH2:28][CH2:27][CH2:26]2)[CH3:30])[N:3]=1. (5) Given the reactants [NH:1]1[C:7]2[CH:8]=[CH:9][CH:10]=[CH:11][C:6]=2[CH2:5][CH2:4][CH2:3][C:2]1=[O:12].[Br:13]Br.[OH-].[NH4+], predict the reaction product. The product is: [Br:13][C:10]1[CH:9]=[CH:8][C:7]2[NH:1][C:2](=[O:12])[CH2:3][CH2:4][CH2:5][C:6]=2[CH:11]=1.